From a dataset of Forward reaction prediction with 1.9M reactions from USPTO patents (1976-2016). Predict the product of the given reaction. The product is: [F:19][C:20]1[CH:25]=[CH:24][C:23]([C:2]2[N:7]=[CH:6][N:5]=[C:4]([NH:8][C:9]3[CH:14]=[CH:13][CH:12]=[C:11]([CH2:15][S:16]([CH3:18])=[O:17])[CH:10]=3)[N:3]=2)=[C:22]([O:29][CH3:30])[CH:21]=1. Given the reactants Cl[C:2]1[N:7]=[CH:6][N:5]=[C:4]([NH:8][C:9]2[CH:14]=[CH:13][CH:12]=[C:11]([CH2:15][S:16]([CH3:18])=[O:17])[CH:10]=2)[N:3]=1.[F:19][C:20]1[CH:25]=[CH:24][C:23](B(O)O)=[C:22]([O:29][CH3:30])[CH:21]=1, predict the reaction product.